Dataset: Forward reaction prediction with 1.9M reactions from USPTO patents (1976-2016). Task: Predict the product of the given reaction. (1) Given the reactants [CH3:1][C:2]1[C:11]2[C:6](=[CH:7][CH:8]=[CH:9][C:10]=2[O:12][CH:13]2[CH2:18][CH2:17][N:16](C(OC(C)(C)C)=O)[CH2:15][CH2:14]2)[CH:5]=[N:4][CH:3]=1.[ClH:26].CO, predict the reaction product. The product is: [ClH:26].[CH3:1][C:2]1[C:11]2[C:6](=[CH:7][CH:8]=[CH:9][C:10]=2[O:12][CH:13]2[CH2:18][CH2:17][NH:16][CH2:15][CH2:14]2)[CH:5]=[N:4][CH:3]=1. (2) Given the reactants C([O:3][C:4]([CH:6]1[C:15]([CH2:16][NH:17][C@H:18]([C:26]([O:28][CH3:29])=[O:27])[CH2:19][CH:20]2[CH2:25][CH2:24][CH2:23][CH2:22][CH2:21]2)=[CH:14][C:13]2[C:8](=[CH:9][CH:10]=[CH:11][C:12]=2[Cl:30])[O:7]1)=O)C, predict the reaction product. The product is: [CH3:29][O:28][C:26](=[O:27])[C@@H:18]([N:17]1[CH2:16][C:15]2=[CH:14][C:13]3[C:12]([Cl:30])=[CH:11][CH:10]=[CH:9][C:8]=3[O:7][CH:6]2[C:4]1=[O:3])[CH2:19][CH:20]1[CH2:25][CH2:24][CH2:23][CH2:22][CH2:21]1.